This data is from Full USPTO retrosynthesis dataset with 1.9M reactions from patents (1976-2016). The task is: Predict the reactants needed to synthesize the given product. (1) Given the product [P:45]([O:27][CH2:26][CH2:25][CH2:24][CH2:23][NH:22][C:21]1[N:16]2[N:15]=[C:14]([C:28]3[CH:29]=[CH:30][C:31]([O:34][CH3:35])=[CH:32][CH:33]=3)[C:13]([C:11]3[CH:10]=[CH:9][N:8]=[C:7]([NH:6][CH:1]4[CH2:2][CH2:3][CH2:4][CH2:5]4)[N:12]=3)=[C:17]2[CH:18]=[CH:19][CH:20]=1)([O:46][CH2:47][C:48]1[CH:53]=[CH:52][CH:51]=[CH:50][CH:49]=1)([O:54][CH2:55][C:56]1[CH:61]=[CH:60][CH:59]=[CH:58][CH:57]=1)=[O:62], predict the reactants needed to synthesize it. The reactants are: [CH:1]1([NH:6][C:7]2[N:12]=[C:11]([C:13]3[C:14]([C:28]4[CH:33]=[CH:32][C:31]([O:34][CH3:35])=[CH:30][CH:29]=4)=[N:15][N:16]4[C:21]([NH:22][CH2:23][CH2:24][CH2:25][CH2:26][OH:27])=[CH:20][CH:19]=[CH:18][C:17]=34)[CH:10]=[CH:9][N:8]=2)[CH2:5][CH2:4][CH2:3][CH2:2]1.N1C=NN=N1.C(N(C(C)C)[P:45](=[O:62])([O:54][CH2:55][C:56]1[CH:61]=[CH:60][CH:59]=[CH:58][CH:57]=1)[O:46][CH2:47][C:48]1[CH:53]=[CH:52][CH:51]=[CH:50][CH:49]=1)(C)C.CC(CC(O)=O)=O.S([O-])([O-])(=O)=S.[Na+].[Na+].C(=O)(O)[O-].[Na+]. (2) Given the product [Cl:1][C:2]1[CH:7]=[CH:6][C:5]([C:8]2[S:9][C:10]3[C:11](=[O:28])[NH:12][CH2:13][CH2:14][C:15]=3[N:16]=2)=[CH:4][CH:3]=1, predict the reactants needed to synthesize it. The reactants are: [Cl:1][C:2]1[CH:7]=[CH:6][C:5]([C:8]2[S:9][C:10]3[C:11](=[O:28])[N:12](CC4C=CC(OC)=C(OC)C=4)[CH2:13][CH2:14][C:15]=3[N:16]=2)=[CH:4][CH:3]=1.C1(C)C=CC(S(O)(=O)=O)=CC=1.